The task is: Predict the reaction yield, written as a fraction of the theoretical maximum amount of product (1.0 means a 100% yield; for example, 0.34 means a 34% yield).. This data is from Reaction yield outcomes from USPTO patents with 853,638 reactions. The product is [Cl:1][C:2]1[CH:3]=[CH:4][C:5]([CH2:6][N:7]2[C:12]3[S:13][C:14]4[CH2:19][N:18]([CH2:40][C:41]5[CH:46]=[CH:45][CH:44]=[CH:43][CH:42]=5)[CH2:17][CH2:16][C:15]=4[C:11]=3[C:10]3=[N:20][CH:21]=[N:22][N:9]3[C:8]2=[O:23])=[CH:24][CH:25]=1. The catalyst is C1COCC1. The yield is 0.400. The reactants are [Cl:1][C:2]1[CH:25]=[CH:24][C:5]([CH2:6][N:7]2[C:12]3[S:13][C:14]4[CH2:19][NH:18][CH2:17][CH2:16][C:15]=4[C:11]=3[C:10]3=[N:20][CH:21]=[N:22][N:9]3[C:8]2=[O:23])=[CH:4][CH:3]=1.C(O[BH-](OC(=O)C)OC(=O)C)(=O)C.[Na+].[CH:40](=O)[C:41]1[CH:46]=[CH:45][CH:44]=[CH:43][CH:42]=1.